From a dataset of Full USPTO retrosynthesis dataset with 1.9M reactions from patents (1976-2016). Predict the reactants needed to synthesize the given product. Given the product [Cl:1][C:2]1[CH:7]=[C:6]([Cl:8])[CH:5]=[CH:4][C:3]=1[C@@:9]1([CH2:32][N:33]2[CH:37]=[CH:36][N:35]=[CH:34]2)[O:13][C@H:12]([CH2:14][O:15][C:16]2[CH:17]=[CH:18][C:19]([N:22]3[CH2:23][CH2:24][N:25]([S:41]([CH:38]([CH3:40])[CH3:39])(=[O:43])=[O:42])[CH2:26][CH2:27]3)=[CH:20][CH:21]=2)[CH2:11][O:10]1, predict the reactants needed to synthesize it. The reactants are: [Cl:1][C:2]1[CH:7]=[C:6]([Cl:8])[CH:5]=[CH:4][C:3]=1[C@@:9]1([CH2:32][N:33]2[CH:37]=[CH:36][N:35]=[CH:34]2)[O:13][C@H:12]([CH2:14][O:15][C:16]2[CH:21]=[CH:20][C:19]([N:22]3[CH2:27][CH2:26][N:25](S(C)(=O)=O)[CH2:24][CH2:23]3)=[CH:18][CH:17]=2)[CH2:11][O:10]1.[CH:38]([S:41](Cl)(=[O:43])=[O:42])([CH3:40])[CH3:39].CS(Cl)(=O)=O.